This data is from Forward reaction prediction with 1.9M reactions from USPTO patents (1976-2016). The task is: Predict the product of the given reaction. (1) Given the reactants [Cl:1][C:2]1[CH:11]=[CH:10][C:9]2[NH:8][C:7](=[O:12])[C:6]3=[C:13]([CH3:22])[N:14]([CH:16]4[CH2:21][CH2:20][CH2:19][CH2:18][O:17]4)[N:15]=[C:5]3[C:4]=2[CH:3]=1.C([O-])([O-])=O.[Cs+].[Cs+].[CH2:29]([CH:31]1[O:33][CH2:32]1)Cl, predict the reaction product. The product is: [Cl:1][C:2]1[CH:11]=[CH:10][C:9]2[N:8]([CH2:29][CH:31]3[CH2:32][O:33]3)[C:7](=[O:12])[C:6]3=[C:13]([CH3:22])[N:14]([CH:16]4[CH2:21][CH2:20][CH2:19][CH2:18][O:17]4)[N:15]=[C:5]3[C:4]=2[CH:3]=1. (2) Given the reactants [O:1]=[C:2]1[NH:7][C:6]2[CH:8]=[C:9]([O:12][C@@H:13]3[CH2:17][CH2:16][N:15](C(OC(C)(C)C)=O)[CH2:14]3)[CH:10]=[CH:11][C:5]=2[O:4][CH2:3]1.[ClH:25].CCO, predict the reaction product. The product is: [ClH:25].[NH:15]1[CH2:16][CH2:17][C@@H:13]([O:12][C:9]2[CH:10]=[CH:11][C:5]3[O:4][CH2:3][C:2](=[O:1])[NH:7][C:6]=3[CH:8]=2)[CH2:14]1. (3) Given the reactants [C:1]([C:3]1[CH:4]=[C:5]([CH:9]=[CH:10][C:11]=1[O:12][CH:13]([CH3:15])[CH3:14])[C:6]([OH:8])=O)#[N:2].CN(C(ON1N=NC2C=CC=NC1=2)=[N+](C)C)C.F[P-](F)(F)(F)(F)F.CCN(C(C)C)C(C)C.O[NH:50][C:51](=[NH:71])[C:52]1[CH:53]=[C:54]2[C:58](=[CH:59][C:60]=1[O:61][CH3:62])[N:57]([CH2:63][CH2:64][CH2:65][C:66]([O:68][CH2:69][CH3:70])=[O:67])[N:56]=[CH:55]2, predict the reaction product. The product is: [C:1]([C:3]1[CH:4]=[C:5]([C:6]2[O:8][N:50]=[C:51]([C:52]3[CH:53]=[C:54]4[C:58](=[CH:59][C:60]=3[O:61][CH3:62])[N:57]([CH2:63][CH2:64][CH2:65][C:66]([O:68][CH2:69][CH3:70])=[O:67])[N:56]=[CH:55]4)[N:71]=2)[CH:9]=[CH:10][C:11]=1[O:12][CH:13]([CH3:15])[CH3:14])#[N:2]. (4) Given the reactants [CH:1]1([C:6]2[CH:7]=[C:8]([NH2:18])[CH:9]=[N:10][C:11]=2[O:12][CH2:13][C:14]([F:17])([F:16])[F:15])[CH2:5][CH2:4][CH2:3][CH2:2]1.[N:19]1[CH:24]=[C:23]([C:25](O)=[O:26])[CH:22]=[N:21][CH:20]=1, predict the reaction product. The product is: [CH:1]1([C:6]2[CH:7]=[C:8]([NH:18][C:25]([C:23]3[CH:24]=[N:19][CH:20]=[N:21][CH:22]=3)=[O:26])[CH:9]=[N:10][C:11]=2[O:12][CH2:13][C:14]([F:15])([F:16])[F:17])[CH2:2][CH2:3][CH2:4][CH2:5]1. (5) Given the reactants [H-].[Al+3].[Li+].[H-].[H-].[H-].[Cl:7][C:8]1[N:12]2[C:13]3[CH:37]=[CH:36][C:35]([Cl:38])=[CH:34][C:14]=3[C@@H:15]([C:24]3[CH:29]=[CH:28][CH:27]=[C:26]([O:30][CH3:31])[C:25]=3[O:32][CH3:33])[O:16][C@H:17]([CH2:18][C:19](OCC)=[O:20])[C:11]2=[N:10][N:9]=1.C(C(C(C([O-])=O)O)O)([O-])=O.[Na+].[K+], predict the reaction product. The product is: [Cl:7][C:8]1[N:12]2[C:13]3[CH:37]=[CH:36][C:35]([Cl:38])=[CH:34][C:14]=3[C@@H:15]([C:24]3[CH:29]=[CH:28][CH:27]=[C:26]([O:30][CH3:31])[C:25]=3[O:32][CH3:33])[O:16][C@H:17]([CH2:18][CH2:19][OH:20])[C:11]2=[N:10][N:9]=1. (6) Given the reactants C(O[N:6]([CH2:10][CH2:11][NH:12][C:13]([NH:15][C:16]1[CH:21]=[CH:20][C:19]([CH3:22])=[C:18]([CH:23]2[CH2:28][CH2:27][N:26]([CH2:29][C:30]3[CH:35]=[CH:34][C:33]([O:36][C:37]4[CH:42]=[C:41]([F:43])[C:40]([F:44])=[CH:39][C:38]=4[F:45])=[CH:32][CH:31]=3)[CH2:25][CH2:24]2)[CH:17]=1)=[O:14])[C:7](C)=O)(C)(C)C.FC(F)(F)C(O)=O.[ClH:53], predict the reaction product. The product is: [ClH:53].[ClH:53].[CH3:7][NH:6][CH2:10][CH2:11][NH:12][C:13]([NH:15][C:16]1[CH:21]=[CH:20][C:19]([CH3:22])=[C:18]([CH:23]2[CH2:24][CH2:25][N:26]([CH2:29][C:30]3[CH:35]=[CH:34][C:33]([O:36][C:37]4[CH:42]=[C:41]([F:43])[C:40]([F:44])=[CH:39][C:38]=4[F:45])=[CH:32][CH:31]=3)[CH2:27][CH2:28]2)[CH:17]=1)=[O:14]. (7) Given the reactants [F:1][CH2:2][C@@H:3]([C:5]1[CH:10]=[CH:9][CH:8]=[CH:7][CH:6]=1)[CH3:4].[Cl:11][S:12](O)(=[O:14])=[O:13].P(Cl)(Cl)(Cl)(Cl)Cl, predict the reaction product. The product is: [F:1][CH2:2][C@@H:3]([C:5]1[CH:10]=[CH:9][C:8]([S:12]([Cl:11])(=[O:14])=[O:13])=[CH:7][CH:6]=1)[CH3:4]. (8) Given the reactants [CH3:1][N:2]1[C:7](=[O:8])[CH:6]=[C:5]([N:9]2[CH2:14][CH2:13][O:12][CH2:11][CH2:10]2)[N:4]=[C:3]1[CH2:15][C:16]([O-:18])=O.[Na+].[F:20][C:21]1[CH:29]=[C:28]2[C:24]([CH2:25][CH2:26][NH:27]2)=[CH:23][CH:22]=1.Cl.CN(C)CCCN=C=NCC, predict the reaction product. The product is: [F:20][C:21]1[CH:29]=[C:28]2[C:24]([CH2:25][CH2:26][N:27]2[C:16](=[O:18])[CH2:15][C:3]2[N:2]([CH3:1])[C:7](=[O:8])[CH:6]=[C:5]([N:9]3[CH2:10][CH2:11][O:12][CH2:13][CH2:14]3)[N:4]=2)=[CH:23][CH:22]=1.